From a dataset of Catalyst prediction with 721,799 reactions and 888 catalyst types from USPTO. Predict which catalyst facilitates the given reaction. (1) Reactant: [N+:1]([C:4]1[CH:5]=[C:6]2[C:10](=[CH:11][CH:12]=1)[N:9]([C:13]1[CH:14]=[CH:15][C:16]([NH2:19])=[N:17][CH:18]=1)[CH:8]=[CH:7]2)([O-])=O. Product: [NH2:19][C:16]1[N:17]=[CH:18][C:13]([N:9]2[C:10]3[C:6](=[CH:5][C:4]([NH2:1])=[CH:12][CH:11]=3)[CH:7]=[CH:8]2)=[CH:14][CH:15]=1. The catalyst class is: 94. (2) Reactant: [Si]([O:8][CH:9]1[CH2:14][CH2:13][CH2:12][C:11]([CH3:20])([C:15]([O:17][CH2:18][CH3:19])=[O:16])[CH2:10]1)(C(C)(C)C)(C)C. Product: [OH:8][CH:9]1[CH2:14][CH2:13][CH2:12][C:11]([CH3:20])([C:15]([O:17][CH2:18][CH3:19])=[O:16])[CH2:10]1. The catalyst class is: 680. (3) Reactant: Cl[C:2]1[C:3](=[O:14])[C:4]2[C:9]([C:10](=[O:13])[C:11]=1Cl)=[CH:8][CH:7]=[CH:6][CH:5]=2.[C:15]1(=[O:25])[NH:19][C:18](=[O:20])[C:17]2=[CH:21][CH:22]=[CH:23][CH:24]=[C:16]12.[K]. Product: [O:14]=[C:3]1[C:4]2[C:9](=[CH:8][CH:7]=[CH:6][CH:5]=2)[C:10](=[O:13])[C:11]([N:19]2[C:15](=[O:25])[C:16]3[C:17](=[CH:21][CH:22]=[CH:23][CH:24]=3)[C:18]2=[O:20])=[C:2]1[N:19]1[C:15](=[O:25])[C:16]2[C:17](=[CH:21][CH:22]=[CH:23][CH:24]=2)[C:18]1=[O:20]. The catalyst class is: 23. (4) Reactant: C(O[C:4](=[O:11])[CH2:5][CH2:6][CH2:7][O:8][CH2:9][CH3:10])C.C[Si]([N-][Si](C)(C)C)(C)C.[Li+].[CH:22]1([NH:27][C:28]2[C:33]([CH:34]=O)=[CH:32][N:31]=[C:30]([S:36][CH3:37])[N:29]=2)[CH2:26][CH2:25][CH2:24][CH2:23]1. Product: [CH:22]1([N:27]2[C:28]3[N:29]=[C:30]([S:36][CH3:37])[N:31]=[CH:32][C:33]=3[CH:34]=[C:5]([CH2:6][CH2:7][O:8][CH2:9][CH3:10])[C:4]2=[O:11])[CH2:23][CH2:24][CH2:25][CH2:26]1. The catalyst class is: 1. (5) Reactant: Br[C:2]1[CH:11]=[C:10]2[C:5]([C:6]([N:13]3[CH2:18][CH2:17][O:16][CH2:15][CH2:14]3)=[N:7][C:8]([Cl:12])=[N:9]2)=[CH:4][C:3]=1[F:19].[N:20]1[CH:25]=[CH:24][CH:23]=[C:22](B(O)O)[CH:21]=1.C(=O)([O-])[O-].[Na+].[Na+].CN(C=O)C. Product: [Cl:12][C:8]1[N:7]=[C:6]([N:13]2[CH2:18][CH2:17][O:16][CH2:15][CH2:14]2)[C:5]2[C:10](=[CH:11][C:2]([C:22]3[CH:21]=[N:20][CH:25]=[CH:24][CH:23]=3)=[C:3]([F:19])[CH:4]=2)[N:9]=1. The catalyst class is: 189.